Dataset: Tyrosyl-DNA phosphodiesterase HTS with 341,365 compounds. Task: Binary Classification. Given a drug SMILES string, predict its activity (active/inactive) in a high-throughput screening assay against a specified biological target. (1) The compound is Brc1cc2=C(NNC(=O)CNC(=O)c3sccc3)C(=O)N=c2cc1. The result is 0 (inactive). (2) The drug is Clc1ccc(c2c3n(nc2C)c(N2CCC(CC2)C(=O)Nc2c(ccc(c2)C)C)cc(n3)C)cc1. The result is 0 (inactive). (3) The drug is S(CC(=O)NCCc1cc(OC)c(OC)cc1)c1nc(cc(n1)C)C. The result is 0 (inactive). (4) The drug is O=C(NCCCN1C(CCCC1C)C)C1CCCN(C1)c1ncnc2n3c(nc12)CCCCC3. The result is 0 (inactive). (5) The compound is Clc1cc(NS(=O)(=O)c2c(c3ccc(cc3)C)csc2C(OC)=O)c(cc1)C. The result is 0 (inactive). (6) The molecule is Fc1c(C(O)CN)cc(O)c(O)c1. The result is 0 (inactive). (7) The molecule is S(=O)(=O)(N1CCC(CC1)C)c1cc(sc1)C(=O)N. The result is 0 (inactive). (8) The compound is O1C(CCC1)CNc1nc2nc3n(c(=O)c2cc1C(=O)NCCCOC)cc(cc3)C. The result is 0 (inactive).